From a dataset of Full USPTO retrosynthesis dataset with 1.9M reactions from patents (1976-2016). Predict the reactants needed to synthesize the given product. Given the product [CH3:18][O:17][CH:4]([CH2:5][C:6]1[CH:11]=[CH:10][CH:9]=[C:8]([O:12][CH2:13][CH2:14][CH2:15][O:30][C:21]2[CH:22]=[CH:23][C:24]3[C:29](=[CH:28][CH:27]=[CH:26][CH:25]=3)[CH:20]=2)[CH:7]=1)[C:3]([OH:2])=[O:19], predict the reactants needed to synthesize it. The reactants are: C[O:2][C:3](=[O:19])[CH:4]([O:17][CH3:18])[CH2:5][C:6]1[CH:11]=[CH:10][CH:9]=[C:8]([O:12][CH2:13][CH2:14][CH2:15]Br)[CH:7]=1.[CH:20]1[C:29]2[C:24](=[CH:25][CH:26]=[CH:27][CH:28]=2)[CH:23]=[CH:22][C:21]=1[OH:30].CO[C@@H](CC1C=CC(OCCCOC2C=CC=CC=2)=CC=1)C(O)=O.